From a dataset of Full USPTO retrosynthesis dataset with 1.9M reactions from patents (1976-2016). Predict the reactants needed to synthesize the given product. (1) Given the product [O:3]1[CH2:4][CH2:5][O:1][CH:2]1[C:6]1[CH:7]=[C:8]([CH:15]=[CH:16][C:17]2[N:18]=[C:19]([NH:22][C:23](=[O:25])[CH3:24])[S:20][CH:21]=2)[S:9][CH:10]=1, predict the reactants needed to synthesize it. The reactants are: [O:1]1[CH2:5][CH2:4][O:3][CH:2]1[C:6]1[CH:7]=[C:8]([CH:15]=[CH:16][C:17]2[N:18]=[C:19]([NH:22][C:23](=[O:25])[CH3:24])[S:20][CH:21]=2)[S:9][C:10]=1[Si](C)(C)C.O1CCCC1.[F-].C([N+](CCCC)(CCCC)CCCC)CCC. (2) Given the product [F:1][C:2]1[CH:3]=[C:4]([N:14]2[CH2:18][CH:17]([CH2:19][NH2:20])[O:16][C:15]2=[O:23])[CH:5]=[CH:6][C:7]=1[N:8]1[CH2:12][N:11]([CH3:25])[CH:10]=[N:9]1, predict the reactants needed to synthesize it. The reactants are: [F:1][C:2]1[CH:3]=[C:4]([N:14]2[CH2:18][CH:17]([CH2:19][N:20]=[N+]=[N-])[O:16][C:15]2=[O:23])[CH:5]=[CH:6][C:7]=1[N:8]1[CH:12]=[N:11][C:10](C)=[N:9]1.N[CH2:25][C@@H]1OC(=O)N(C2C=CC(N3C=C(C)N=N3)=C(F)C=2)C1.CO.